Dataset: Forward reaction prediction with 1.9M reactions from USPTO patents (1976-2016). Task: Predict the product of the given reaction. Given the reactants S(Cl)([Cl:3])=O.[Na+].[CH3:6][C:7]1[O:11][C:10]([C:12]2[CH:17]=[CH:16][C:15]([C:18]([F:21])([F:20])[F:19])=[CH:14][CH:13]=2)=[N:9][C:8]=1[CH2:22][O:23][C:24]1[CH:29]=[CH:28][C:27]([S:30]([O-:33])(=O)=[O:31])=[CH:26][CH:25]=1, predict the reaction product. The product is: [CH3:6][C:7]1[O:11][C:10]([C:12]2[CH:17]=[CH:16][C:15]([C:18]([F:21])([F:20])[F:19])=[CH:14][CH:13]=2)=[N:9][C:8]=1[CH2:22][O:23][C:24]1[CH:29]=[CH:28][C:27]([S:30]([Cl:3])(=[O:33])=[O:31])=[CH:26][CH:25]=1.